Dataset: Catalyst prediction with 721,799 reactions and 888 catalyst types from USPTO. Task: Predict which catalyst facilitates the given reaction. (1) Reactant: [C:1]1([O:7][CH3:8])[CH:6]=[CH:5][CH:4]=[CH:3][CH:2]=1.[C:9](Cl)(=[O:16])[C:10]1[CH:15]=[CH:14][CH:13]=[CH:12][CH:11]=1.B12B3B4B1C234. Product: [CH3:8][O:7][C:1]1[CH:6]=[CH:5][C:4]([C:9](=[O:16])[C:10]2[CH:15]=[CH:14][CH:13]=[CH:12][CH:11]=2)=[CH:3][CH:2]=1. The catalyst class is: 48. (2) Reactant: [CH3:1][N:2]1[CH:6]([C:7]([OH:9])=O)[CH2:5][N:4]([C:10]2[CH:15]=[C:14]([C:16]([F:19])([F:18])[F:17])[N:13]=[CH:12][N:11]=2)[C:3]1=[O:20].C(N1CCOCC1)C.O.ON1C2C=CC=CC=2N=N1.Cl.C(N=C=NCCCN(C)C)C.[Cl:52][C:53]1[C:58]([F:59])=[C:57]([F:60])[CH:56]=[CH:55][C:54]=1[CH2:61][NH2:62]. Product: [Cl:52][C:53]1[C:58]([F:59])=[C:57]([F:60])[CH:56]=[CH:55][C:54]=1[CH2:61][NH:62][C:7]([CH:6]1[CH2:5][N:4]([C:10]2[CH:15]=[C:14]([C:16]([F:19])([F:18])[F:17])[N:13]=[CH:12][N:11]=2)[C:3](=[O:20])[N:2]1[CH3:1])=[O:9]. The catalyst class is: 139.